From a dataset of NCI-60 drug combinations with 297,098 pairs across 59 cell lines. Regression. Given two drug SMILES strings and cell line genomic features, predict the synergy score measuring deviation from expected non-interaction effect. (1) Drug 1: C1=CC(=CC=C1CCCC(=O)O)N(CCCl)CCCl. Drug 2: CC1=C(N=C(N=C1N)C(CC(=O)N)NCC(C(=O)N)N)C(=O)NC(C(C2=CN=CN2)OC3C(C(C(C(O3)CO)O)O)OC4C(C(C(C(O4)CO)O)OC(=O)N)O)C(=O)NC(C)C(C(C)C(=O)NC(C(C)O)C(=O)NCCC5=NC(=CS5)C6=NC(=CS6)C(=O)NCCC[S+](C)C)O. Cell line: SF-268. Synergy scores: CSS=45.9, Synergy_ZIP=-1.25, Synergy_Bliss=-1.84, Synergy_Loewe=-1.16, Synergy_HSA=2.75. (2) Drug 1: CN(C)N=NC1=C(NC=N1)C(=O)N. Drug 2: C1=CC=C(C(=C1)C(C2=CC=C(C=C2)Cl)C(Cl)Cl)Cl. Cell line: IGROV1. Synergy scores: CSS=11.7, Synergy_ZIP=-4.63, Synergy_Bliss=2.34, Synergy_Loewe=-4.38, Synergy_HSA=1.99. (3) Drug 1: C1CCC(C1)C(CC#N)N2C=C(C=N2)C3=C4C=CNC4=NC=N3. Drug 2: CN(C(=O)NC(C=O)C(C(C(CO)O)O)O)N=O. Cell line: K-562. Synergy scores: CSS=13.7, Synergy_ZIP=-5.91, Synergy_Bliss=-4.16, Synergy_Loewe=-9.73, Synergy_HSA=-5.15. (4) Drug 1: CC1C(C(CC(O1)OC2CC(CC3=C2C(=C4C(=C3O)C(=O)C5=C(C4=O)C(=CC=C5)OC)O)(C(=O)C)O)N)O.Cl. Drug 2: CCC1(CC2CC(C3=C(CCN(C2)C1)C4=CC=CC=C4N3)(C5=C(C=C6C(=C5)C78CCN9C7C(C=CC9)(C(C(C8N6C)(C(=O)OC)O)OC(=O)C)CC)OC)C(=O)OC)O.OS(=O)(=O)O. Cell line: UACC-257. Synergy scores: CSS=19.7, Synergy_ZIP=-5.36, Synergy_Bliss=-3.02, Synergy_Loewe=-13.1, Synergy_HSA=-4.11. (5) Drug 1: CC1=C2C(C(=O)C3(C(CC4C(C3C(C(C2(C)C)(CC1OC(=O)C(C(C5=CC=CC=C5)NC(=O)OC(C)(C)C)O)O)OC(=O)C6=CC=CC=C6)(CO4)OC(=O)C)OC)C)OC. Drug 2: CC12CCC3C(C1CCC2=O)CC(=C)C4=CC(=O)C=CC34C. Cell line: OVCAR-5. Synergy scores: CSS=60.3, Synergy_ZIP=1.55, Synergy_Bliss=1.15, Synergy_Loewe=2.37, Synergy_HSA=5.97. (6) Drug 2: C1C(C(OC1N2C=NC(=NC2=O)N)CO)O. Drug 1: C1CCC(CC1)NC(=O)N(CCCl)N=O. Synergy scores: CSS=15.6, Synergy_ZIP=-3.13, Synergy_Bliss=2.27, Synergy_Loewe=0.841, Synergy_HSA=0.520. Cell line: A498. (7) Drug 1: CN(CCCl)CCCl.Cl. Synergy scores: CSS=11.8, Synergy_ZIP=-3.19, Synergy_Bliss=0.312, Synergy_Loewe=-6.31, Synergy_HSA=-0.555. Drug 2: CCN(CC)CCCC(C)NC1=C2C=C(C=CC2=NC3=C1C=CC(=C3)Cl)OC. Cell line: IGROV1. (8) Drug 1: CN(C)C1=NC(=NC(=N1)N(C)C)N(C)C. Drug 2: CCC1(C2=C(COC1=O)C(=O)N3CC4=CC5=C(C=CC(=C5CN(C)C)O)N=C4C3=C2)O.Cl. Cell line: HCT-15. Synergy scores: CSS=19.8, Synergy_ZIP=-1.86, Synergy_Bliss=-2.11, Synergy_Loewe=-35.6, Synergy_HSA=-4.95.